This data is from Reaction yield outcomes from USPTO patents with 853,638 reactions. The task is: Predict the reaction yield, written as a fraction of the theoretical maximum amount of product (1.0 means a 100% yield; for example, 0.34 means a 34% yield). The reactants are [Cl:1][C:2]1[S:6][C:5]([C:7]2[CH:31]=[CH:30][C:10]3[C:11]4[CH:17]=[CH:16][C:15]([S:18]([NH:21][C@@H:22]([CH:27]([CH3:29])[CH3:28])[C:23]([O:25]C)=[O:24])(=[O:20])=[O:19])=[CH:14][C:12]=4[S:13][C:9]=3[CH:8]=2)=[CH:4][CH:3]=1.[Li+].[OH-]. The product is [Cl:1][C:2]1[S:6][C:5]([C:7]2[CH:31]=[CH:30][C:10]3[C:11]4[CH:17]=[CH:16][C:15]([S:18]([NH:21][C@@H:22]([CH:27]([CH3:28])[CH3:29])[C:23]([OH:25])=[O:24])(=[O:19])=[O:20])=[CH:14][C:12]=4[S:13][C:9]=3[CH:8]=2)=[CH:4][CH:3]=1. The catalyst is C1COCC1.O. The yield is 0.370.